The task is: Predict the reactants needed to synthesize the given product.. This data is from Full USPTO retrosynthesis dataset with 1.9M reactions from patents (1976-2016). (1) Given the product [F:1][CH:2]([F:23])[O:3][C:4]1[C:5]([O:22][CH2:30][CH:31]([CH3:33])[CH3:32])=[C:6]([C:12]2[CH:20]=[CH:19][CH:18]=[C:17]3[C:13]=2[CH2:14][CH2:15][C:16]3=[O:21])[CH:7]=[CH:8][C:9]=1[O:10][CH3:11], predict the reactants needed to synthesize it. The reactants are: [F:1][CH:2]([F:23])[O:3][C:4]1[C:5]([OH:22])=[C:6]([C:12]2[CH:20]=[CH:19][CH:18]=[C:17]3[C:13]=2[CH2:14][CH2:15][C:16]3=[O:21])[CH:7]=[CH:8][C:9]=1[O:10][CH3:11].C(=O)([O-])[O-].[K+].[K+].[CH2:30](Br)[CH:31]([CH3:33])[CH3:32]. (2) Given the product [CH3:1][CH:2]([CH3:32])/[C:3](=[N:9]\[O:10][CH2:11][C:12]1[CH:13]=[CH:14][C:15]([O:18][CH2:19][C:20]2[N:21]=[C:22]([C:26]3[CH:27]=[CH:28][CH:29]=[CH:30][CH:31]=3)[O:23][C:24]=2[CH3:25])=[CH:16][CH:17]=1)/[C:4]([OH:6])=[O:5], predict the reactants needed to synthesize it. The reactants are: [CH3:1][CH:2]([CH3:32])/[C:3](=[N:9]\[O:10][CH2:11][C:12]1[CH:17]=[CH:16][C:15]([O:18][CH2:19][C:20]2[N:21]=[C:22]([C:26]3[CH:31]=[CH:30][CH:29]=[CH:28][CH:27]=3)[O:23][C:24]=2[CH3:25])=[CH:14][CH:13]=1)/[C:4]([O:6]CC)=[O:5].Cl. (3) Given the product [Br:10][C:7]1[CH:6]=[C:3]2[C:2](=[CH:9][CH:8]=1)[N:1]=[C:12]([OH:13])[N:11]=[CH:4]2, predict the reactants needed to synthesize it. The reactants are: [NH2:1][C:2]1[CH:9]=[CH:8][C:7]([Br:10])=[CH:6][C:3]=1[CH:4]=O.[NH2:11][C:12](N)=[O:13]. (4) Given the product [CH3:22][N:11]([C@@H:9]([C:8]1[S:7][C:6]2[CH:18]=[CH:19][CH:20]=[CH:21][C:5]=2[C:4]=1[CH3:3])[CH3:10])[S@@:12]([C:14]([CH3:17])([CH3:15])[CH3:16])=[O:13], predict the reactants needed to synthesize it. The reactants are: [H-].[Na+].[CH3:3][C:4]1[C:5]2[CH:21]=[CH:20][CH:19]=[CH:18][C:6]=2[S:7][C:8]=1[CH:9]([NH:11][S@@:12]([C:14]([CH3:17])([CH3:16])[CH3:15])=[O:13])[CH3:10].[CH3:22]I. (5) Given the product [CH3:1][C:2]1[CH:7]=[CH:6][C:5]([N+:8]([O-:10])=[O:9])=[CH:4][C:3]=1/[N:11]=[C:12](\[Cl:25])/[C:14]1[S:22][C:17]2=[N:18][CH:19]=[CH:20][N:21]=[C:16]2[CH:15]=1, predict the reactants needed to synthesize it. The reactants are: [CH3:1][C:2]1[CH:7]=[CH:6][C:5]([N+:8]([O-:10])=[O:9])=[CH:4][C:3]=1[NH:11][C:12]([C:14]1[S:22][C:17]2=[N:18][CH:19]=[CH:20][N:21]=[C:16]2[CH:15]=1)=O.P(Cl)(Cl)([Cl:25])=O. (6) Given the product [OH:19][NH:18][C:3](=[O:2])[CH:4]=[CH:5][CH:6]=[CH:7][CH2:8][S:9][C:10]1[CH:15]=[CH:14][C:13]([Cl:16])=[CH:12][CH:11]=1, predict the reactants needed to synthesize it. The reactants are: C[O:2][C:3](=O)[CH:4]=[CH:5][CH:6]=[CH:7][CH2:8][S:9][C:10]1[CH:15]=[CH:14][C:13]([Cl:16])=[CH:12][CH:11]=1.[NH2:18][OH:19].[OH-].[K+].CO. (7) Given the product [Cl:1][C:2]1[C:3]([O:23][CH3:24])=[CH:4][C:5]2[CH2:14][CH:13]([CH3:15])[N:12]3[C:7](=[CH:8][C:9](=[O:21])[C:10]([C:16]([OH:18])=[O:17])=[CH:11]3)[C:6]=2[CH:22]=1, predict the reactants needed to synthesize it. The reactants are: [Cl:1][C:2]1[C:3]([O:23][CH3:24])=[CH:4][C:5]2[CH2:14][CH:13]([CH3:15])[N:12]3[C:7](=[CH:8][C:9](=[O:21])[C:10]([C:16]([O:18]CC)=[O:17])=[CH:11]3)[C:6]=2[CH:22]=1.O[Li].O.